From a dataset of Reaction yield outcomes from USPTO patents with 853,638 reactions. Predict the reaction yield, written as a fraction of the theoretical maximum amount of product (1.0 means a 100% yield; for example, 0.34 means a 34% yield). The reactants are [Br:1][C:2]1[CH:7]=[CH:6][C:5]([C:8]([NH:10][CH2:11][C@@H:12]2[CH2:16][CH2:15][N:14]([C:17]([O:19][C:20]([CH3:23])([CH3:22])[CH3:21])=[O:18])[CH2:13]2)=O)=[CH:4][CH:3]=1.C1C=CC(P(C2C=CC=CC=2)C2C=CC=CC=2)=CC=1.CC(OC(/N=N/C(OC(C)C)=O)=O)C.[Si]([N:61]=[N+:62]=[N-:63])(C)(C)C. The catalyst is C1COCC1. The product is [Br:1][C:2]1[CH:7]=[CH:6][C:5]([C:8]2[N:10]([CH2:11][C@@H:12]3[CH2:16][CH2:15][N:14]([C:17]([O:19][C:20]([CH3:23])([CH3:22])[CH3:21])=[O:18])[CH2:13]3)[N:63]=[N:62][N:61]=2)=[CH:4][CH:3]=1. The yield is 0.519.